From a dataset of Reaction yield outcomes from USPTO patents with 853,638 reactions. Predict the reaction yield, written as a fraction of the theoretical maximum amount of product (1.0 means a 100% yield; for example, 0.34 means a 34% yield). (1) The reactants are F[B-](F)(F)F.[CH3:6][N+:7]1[C:11](SC(C)CC)=[N:10][N:9]([CH:17]([CH3:20])[CH2:18][CH3:19])[N:8]=1.[OH-:21].[Na+]. The catalyst is O. The product is [CH3:6][N+:7]1[C:11]([O-:21])=[N:10][N:9]([CH:17]([CH3:20])[CH2:18][CH3:19])[N:8]=1. The yield is 1.00. (2) The reactants are [OH:1][C@H:2]1[CH2:6][N:5]([C:7]([O:9][C:10]([CH3:13])([CH3:12])[CH3:11])=[O:8])[C@H:4]([CH2:14][OH:15])[CH2:3]1.[CH3:16][C:17]1[CH:22]=[CH:21][C:20]([S:23](Cl)(=[O:25])=[O:24])=[CH:19][CH:18]=1. The catalyst is N1C=CC=CC=1. The product is [S:23]([O:1][C@H:2]1[CH2:6][N:5]([C:7]([O:9][C:10]([CH3:11])([CH3:12])[CH3:13])=[O:8])[C@H:4]([CH2:14][O:15][S:23]([C:20]2[CH:21]=[CH:22][C:17]([CH3:16])=[CH:18][CH:19]=2)(=[O:25])=[O:24])[CH2:3]1)([C:20]1[CH:21]=[CH:22][C:17]([CH3:16])=[CH:18][CH:19]=1)(=[O:25])=[O:24]. The yield is 0.490. (3) The reactants are C[O:2][C:3]1[CH:4]=[C:5]([S:9][CH:10]2[CH2:13][N:12]([C:14]([CH3:34])([CH3:33])[CH2:15][CH2:16][C:17]([C:27]3[CH:32]=[CH:31][CH:30]=[CH:29][CH:28]=3)([C:21]3[CH:26]=[CH:25][CH:24]=[CH:23][CH:22]=3)[C:18]([NH2:20])=[O:19])[CH2:11]2)[CH:6]=[CH:7][CH:8]=1.B(Br)(Br)Br.C1(S)C=CC=CC=1.N. The catalyst is ClCCl. The product is [OH:2][C:3]1[CH:4]=[C:5]([S:9][CH:10]2[CH2:11][N:12]([C:14]([CH3:34])([CH3:33])[CH2:15][CH2:16][C:17]([C:27]3[CH:32]=[CH:31][CH:30]=[CH:29][CH:28]=3)([C:21]3[CH:22]=[CH:23][CH:24]=[CH:25][CH:26]=3)[C:18]([NH2:20])=[O:19])[CH2:13]2)[CH:6]=[CH:7][CH:8]=1. The yield is 0.920. (4) The reactants are [N:1]1([CH2:7][CH2:8][OH:9])[CH2:6][CH2:5][NH:4][CH2:3][CH2:2]1.[N+:10]([C:13]1[CH:18]=[CH:17][C:16]([S:19](Cl)(=[O:21])=[O:20])=[CH:15][CH:14]=1)([O-:12])=[O:11].C(N(CC)CC)C. The catalyst is ClCCl. The product is [N+:10]([C:13]1[CH:14]=[CH:15][C:16]([S:19]([N:4]2[CH2:5][CH2:6][N:1]([CH2:7][CH2:8][OH:9])[CH2:2][CH2:3]2)(=[O:21])=[O:20])=[CH:17][CH:18]=1)([O-:12])=[O:11]. The yield is 0.940. (5) The reactants are [NH2:1][C:2]1[S:3][CH:4]=[C:5]([CH2:7][C:8]([OH:10])=[O:9])[N:6]=1.[C:11]1([CH3:20])[C:12]([N:17]=[C:18]=[O:19])=[CH:13][CH:14]=[CH:15][CH:16]=1. The catalyst is CC(C)=O. The product is [C:11]1([CH3:20])[CH:16]=[CH:15][CH:14]=[CH:13][C:12]=1[NH:17][C:18](=[O:19])[NH:1][C:2]1[S:3][CH:4]=[C:5]([CH2:7][C:8]([OH:10])=[O:9])[N:6]=1. The yield is 0.660. (6) The reactants are [CH2:1]([O:8][C:9]1[CH:38]=[CH:37][C:12]2[NH:13][C:14]([C:19]3[C:24](=[O:25])[N:23]([N:26]=[C:27]4[CH2:32][CH2:31][CH2:30][CH2:29][CH2:28]4)[C:22]4[CH:33]=[CH:34][S:35][C:21]=4[C:20]=3[OH:36])=[N:15][S:16](=[O:18])(=[O:17])[C:11]=2[CH:10]=1)[C:2]1[CH:7]=[CH:6][CH:5]=[CH:4][CH:3]=1.CO.[BH4-].[Li+].Cl. The catalyst is O1CCCC1.O. The product is [CH2:1]([O:8][C:9]1[CH:38]=[CH:37][C:12]2[NH:13][C:14]([C:19]3[C:24](=[O:25])[N:23]([NH:26][CH:27]4[CH2:28][CH2:29][CH2:30][CH2:31][CH2:32]4)[C:22]4[CH:33]=[CH:34][S:35][C:21]=4[C:20]=3[OH:36])=[N:15][S:16](=[O:17])(=[O:18])[C:11]=2[CH:10]=1)[C:2]1[CH:3]=[CH:4][CH:5]=[CH:6][CH:7]=1. The yield is 0.690. (7) The reactants are [CH3:1][O:2][C:3]1[CH:4]=[C:5]([C:18]([O:20]CC)=[O:19])[CH:6]=[C:7]2[C:11]=1[N:10]([CH:12]1[CH2:17][CH2:16][CH2:15][CH2:14][O:13]1)[N:9]=[CH:8]2.[OH-].[Li+]. The catalyst is O1CCCC1. The product is [CH3:1][O:2][C:3]1[CH:4]=[C:5]([C:18]([OH:20])=[O:19])[CH:6]=[C:7]2[C:11]=1[N:10]([CH:12]1[CH2:17][CH2:16][CH2:15][CH2:14][O:13]1)[N:9]=[CH:8]2. The yield is 0.910.